From a dataset of Peptide-MHC class II binding affinity with 134,281 pairs from IEDB. Regression. Given a peptide amino acid sequence and an MHC pseudo amino acid sequence, predict their binding affinity value. This is MHC class II binding data. (1) The peptide sequence is SADEVQRMMAEIDTD. The MHC is DRB1_0701 with pseudo-sequence DRB1_0701. The binding affinity (normalized) is 0.304. (2) The peptide sequence is GLRTLWSPRERLVLT. The MHC is HLA-DQA10501-DQB10302 with pseudo-sequence HLA-DQA10501-DQB10302. The binding affinity (normalized) is 0.356. (3) The peptide sequence is YDKFLANVSTVGTGK. The MHC is DRB1_1602 with pseudo-sequence DRB1_1602. The binding affinity (normalized) is 0.611. (4) The peptide sequence is LATEINQRMMMLALL. The MHC is H-2-IAd with pseudo-sequence H-2-IAd. The binding affinity (normalized) is 0.211. (5) The peptide sequence is VIDVKLVDANGTLHD. The MHC is HLA-DPA10201-DPB10501 with pseudo-sequence HLA-DPA10201-DPB10501. The binding affinity (normalized) is 0.0817.